Dataset: Forward reaction prediction with 1.9M reactions from USPTO patents (1976-2016). Task: Predict the product of the given reaction. (1) Given the reactants [CH3:1][O:2][C:3](=[O:17])[CH:4]([C:9]([C:11]1[S:15][C:14]([Br:16])=[N:13][CH:12]=1)=[O:10])/[C:5](=[N:7]/C)/[CH3:6].Cl.NO, predict the reaction product. The product is: [CH3:1][O:2][C:3]([C:4]1[C:5]([CH3:6])=[N:7][O:10][C:9]=1[C:11]1[S:15][C:14]([Br:16])=[N:13][CH:12]=1)=[O:17]. (2) The product is: [CH3:19][C:16]1[O:15][C:14]([CH2:13][NH:12][C:6]2[CH:5]=[CH:4][C:3]3[C:2]([NH:20][CH:21]4[CH2:26][CH2:25][N:24]([CH3:27])[CH2:23][CH2:22]4)=[CH:11][CH:10]=[CH:9][C:8]=3[N:7]=2)=[CH:18][CH:17]=1. Given the reactants Br[C:2]1[CH:11]=[CH:10][CH:9]=[C:8]2[C:3]=1[CH:4]=[CH:5][C:6]([NH:12][CH2:13][C:14]1[O:15][C:16]([CH3:19])=[CH:17][CH:18]=1)=[N:7]2.[NH2:20][CH:21]1[CH2:26][CH2:25][N:24]([CH3:27])[CH2:23][CH2:22]1, predict the reaction product. (3) Given the reactants C([O:4][CH2:5][CH2:6][C:7]1[CH:12]=[CH:11][C:10]([C:13](=[O:15])[CH3:14])=[CH:9][C:8]=1[Cl:16])(=O)C.Cl, predict the reaction product. The product is: [Cl:16][C:8]1[CH:9]=[C:10]([C:13](=[O:15])[CH3:14])[CH:11]=[CH:12][C:7]=1[CH2:6][CH2:5][OH:4].